Dataset: Catalyst prediction with 721,799 reactions and 888 catalyst types from USPTO. Task: Predict which catalyst facilitates the given reaction. (1) The catalyst class is: 243. Reactant: [F:1][C:2]1[CH:17]=[CH:16][C:5]2[N:6]([CH2:11][C@H:12]([CH3:15])[CH2:13]I)[C:7](=[O:10])[CH2:8][O:9][C:4]=2[CH:3]=1.[CH2:18]([CH:23]1[CH2:29][CH:28]2[NH:30][CH:25]([CH2:26][CH2:27]2)[CH2:24]1)[CH2:19][CH2:20][CH2:21][CH3:22]. Product: [F:1][C:2]1[CH:17]=[CH:16][C:5]2[N:6]([CH2:11][C@H:12]([CH3:15])[CH2:13][N:30]3[CH:25]4[CH2:26][CH2:27][CH:28]3[CH2:29][CH:23]([CH2:18][CH2:19][CH2:20][CH2:21][CH3:22])[CH2:24]4)[C:7](=[O:10])[CH2:8][O:9][C:4]=2[CH:3]=1. (2) The catalyst class is: 6. Reactant: [C:1]([NH:4][C:5]1[CH:6]=[C:7]([NH:11][C:12](=[O:19])OCC(Cl)(Cl)Cl)[CH:8]=[CH:9][CH:10]=1)(=[O:3])[CH3:2].[C:20]1([C:26]2[N:27]=[C:28]([N:31]3[CH2:36][CH2:35][NH:34][CH2:33][CH2:32]3)[S:29][CH:30]=2)[CH:25]=[CH:24][CH:23]=[CH:22][CH:21]=1.C(N(C(C)C)CC)(C)C.CS(C)=O. Product: [C:1]([NH:4][C:5]1[CH:6]=[C:7]([NH:11][C:12]([N:34]2[CH2:35][CH2:36][N:31]([C:28]3[S:29][CH:30]=[C:26]([C:20]4[CH:25]=[CH:24][CH:23]=[CH:22][CH:21]=4)[N:27]=3)[CH2:32][CH2:33]2)=[O:19])[CH:8]=[CH:9][CH:10]=1)(=[O:3])[CH3:2]. (3) Reactant: [F:1][C:2]([F:27])([F:26])[C:3]1[CH:8]=[CH:7][C:6]([S:9]([N:12]2[CH2:17][CH2:16][O:15][C:14]3[N:18]=[CH:19][C:20]([C:22](OC)=[O:23])=[CH:21][C:13]2=3)(=[O:11])=[O:10])=[CH:5][CH:4]=1.[NH3:28]. Product: [F:1][C:2]([F:27])([F:26])[C:3]1[CH:8]=[CH:7][C:6]([S:9]([N:12]2[CH2:17][CH2:16][O:15][C:14]3[N:18]=[CH:19][C:20]([C:22]([NH2:28])=[O:23])=[CH:21][C:13]2=3)(=[O:10])=[O:11])=[CH:5][CH:4]=1. The catalyst class is: 5. (4) Reactant: C(O)(C(F)(F)F)=O.[CH3:8][C:9]1[O:13][C:12]([CH:14]2[CH2:19][CH2:18][N:17](C(OC(C)(C)C)=O)[CH2:16][CH2:15]2)=[N:11][N:10]=1.C1(C)C=CC=CC=1. Product: [CH3:8][C:9]1[O:13][C:12]([CH:14]2[CH2:19][CH2:18][NH:17][CH2:16][CH2:15]2)=[N:11][N:10]=1. The catalyst class is: 2. (5) Reactant: [OH-].[Na+].[C:3]([O:7][C:8]([NH:10][C@@:11]1([C:25]([O:27]C(C)(C)C)=[O:26])[CH2:16][C:15](=[O:17])[C@@H:14]2[C@H:12]1[C@H:13]2[C:18]([O:20]C(C)(C)C)=[O:19])=[O:9])([CH3:6])([CH3:5])[CH3:4]. Product: [C:3]([O:7][C:8]([NH:10][C@@:11]1([C:25]([OH:27])=[O:26])[CH2:16][C:15](=[O:17])[C@@H:14]2[C@H:12]1[C@H:13]2[C:18]([OH:20])=[O:19])=[O:9])([CH3:6])([CH3:4])[CH3:5]. The catalyst class is: 214. (6) Reactant: [CH3:1][C:2]1[CH:8]=[CH:7][C:5]([NH2:6])=[CH:4][C:3]=1[B:9]1[O:13][C:12]([CH3:15])([CH3:14])[C:11]([CH3:17])([CH3:16])[O:10]1.[F:18][C:19]([F:30])([F:29])[C:20]1[CH:21]=[C:22]([CH:26]=[CH:27][CH:28]=1)[C:23](Cl)=[O:24]. The catalyst class is: 1. Product: [CH3:1][C:2]1[CH:8]=[CH:7][C:5]([NH:6][C:23](=[O:24])[C:22]2[CH:26]=[CH:27][CH:28]=[C:20]([C:19]([F:18])([F:29])[F:30])[CH:21]=2)=[CH:4][C:3]=1[B:9]1[O:10][C:11]([CH3:17])([CH3:16])[C:12]([CH3:15])([CH3:14])[O:13]1.